This data is from Catalyst prediction with 721,799 reactions and 888 catalyst types from USPTO. The task is: Predict which catalyst facilitates the given reaction. (1) Reactant: [Cl:1][C:2]1[NH:7][C:6]2=[N:8][CH:9]=[CH:10][C:5]2=[C:4]([Cl:11])[N:3]=1.[I:12]N1C(=O)CCC1=O.O. Product: [Cl:1][C:2]1[NH:7][C:6]2=[N:8][CH:9]=[C:10]([I:12])[C:5]2=[C:4]([Cl:11])[N:3]=1. The catalyst class is: 3. (2) Reactant: Br[CH2:2][CH2:3][CH2:4][CH2:5][O:6][C:7]1[CH:8]=[CH:9][C:10]2[S:14][CH:13]=[N:12][C:11]=2[CH:15]=1.[Na+].[I-].[Cl:18][C:19]1[C:24]([Cl:25])=[CH:23][CH:22]=[CH:21][C:20]=1[CH:26]1[CH2:31][CH2:30][NH:29][CH2:28][CH2:27]1.C([O-])([O-])=O.[K+].[K+]. Product: [Cl:18][C:19]1[C:24]([Cl:25])=[CH:23][CH:22]=[CH:21][C:20]=1[CH:26]1[CH2:31][CH2:30][N:29]([CH2:2][CH2:3][CH2:4][CH2:5][O:6][C:7]2[CH:8]=[CH:9][C:10]3[S:14][CH:13]=[N:12][C:11]=3[CH:15]=2)[CH2:28][CH2:27]1. The catalyst class is: 23. (3) Reactant: [OH-].[K+].O.[I-].[CH3:5][S+](C)C.[CH:9]1[CH:14]=[C:13]2[C:15]([CH:18]=[O:19])=[CH:16][S:17][C:12]2=[CH:11][CH:10]=1.[C:20](#[N:22])C. Product: [S:17]1[CH:12]2[CH:11]=[CH:10][CH:9]=[CH:14][CH:13]2[C:15]([CH:18]([OH:19])[CH2:5][NH:22][CH3:20])=[CH:16]1. The catalyst class is: 28.